From a dataset of Forward reaction prediction with 1.9M reactions from USPTO patents (1976-2016). Predict the product of the given reaction. (1) Given the reactants [CH3:1][Mg]Br.COC(C1OC([C:13]2[CH:18]=[CH:17][C:16]([C:19]([C:24]3[CH:29]=[CH:28][C:27]([O:30][Si:31]([C:34]([CH3:37])([CH3:36])[CH3:35])([CH3:33])[CH3:32])=[C:26]([CH3:38])[CH:25]=3)([CH2:22][CH3:23])[CH2:20][CH3:21])=[CH:15][C:14]=2[CH3:39])=CC=1)=O.C([O:43][CH2:44][CH3:45])(=O)C.[O:46]1[CH2:50][CH2:49][CH2:48][CH2:47]1, predict the reaction product. The product is: [C:34]([Si:31]([CH3:32])([CH3:33])[O:30][C:27]1[CH:28]=[CH:29][C:24]([C:19]([C:16]2[CH:17]=[CH:18][C:13]([C:50]3[O:46][C:47]([C:44]([OH:43])([CH3:45])[CH3:1])=[CH:48][CH:49]=3)=[C:14]([CH3:39])[CH:15]=2)([CH2:20][CH3:21])[CH2:22][CH3:23])=[CH:25][C:26]=1[CH3:38])([CH3:37])([CH3:36])[CH3:35]. (2) Given the reactants [Cl:1][C:2]1[C:10]([F:11])=[CH:9][C:8]([C:12]2[N:13]([C:23]([O:25][C:26]([CH3:29])([CH3:28])[CH3:27])=[O:24])[C:14]3[C:19]([CH:20]=2)=[CH:18][C:17]([CH:21]=O)=[CH:16][CH:15]=3)=[C:7]2[C:3]=1[CH2:4][NH:5][C:6]2=[O:30].[OH:31][CH2:32][CH2:33][N:34]1[CH2:39][CH2:38][NH:37][CH2:36][CH2:35]1.C(O)(=O)C.C(O[BH-](OC(=O)C)OC(=O)C)(=O)C.[Na+].Cl, predict the reaction product. The product is: [Cl:1][C:2]1[C:10]([F:11])=[CH:9][C:8]([C:12]2[N:13]([C:23]([O:25][C:26]([CH3:28])([CH3:27])[CH3:29])=[O:24])[C:14]3[C:19]([CH:20]=2)=[CH:18][C:17]([CH2:21][N:37]2[CH2:38][CH2:39][N:34]([CH2:33][CH2:32][OH:31])[CH2:35][CH2:36]2)=[CH:16][CH:15]=3)=[C:7]2[C:3]=1[CH2:4][NH:5][C:6]2=[O:30]. (3) Given the reactants [H-].[Na+].[CH2:3]([O:10][C:11]1[CH:19]=[CH:18][C:17]([F:20])=[C:16]2[C:12]=1[C:13]([CH2:21][CH2:22][N:23]([CH3:25])[CH3:24])=[CH:14][NH:15]2)[C:4]1[CH:9]=[CH:8][CH:7]=[CH:6][CH:5]=1.[CH3:26]I, predict the reaction product. The product is: [CH2:3]([O:10][C:11]1[CH:19]=[CH:18][C:17]([F:20])=[C:16]2[C:12]=1[C:13]([CH2:21][CH2:22][N:23]([CH3:24])[CH3:25])=[CH:14][N:15]2[CH3:26])[C:4]1[CH:9]=[CH:8][CH:7]=[CH:6][CH:5]=1. (4) Given the reactants [Cl:1][C:2]1[CH:24]=[CH:23][C:5]2[N:6]=[C:7]([NH:9][C:10]3[N:14]([CH3:15])[C:13]4[CH:16]=[CH:17][C:18]([C:20](O)=[O:21])=[CH:19][C:12]=4[N:11]=3)[S:8][C:4]=2[CH:3]=1.[C:25]([O:29][C:30]([N:32]1[CH2:37][CH2:36][CH:35]([NH2:38])[CH2:34][CH2:33]1)=[O:31])([CH3:28])([CH3:27])[CH3:26].CN(C(ON1N=NC2C=CC=CC1=2)=[N+](C)C)C.F[P-](F)(F)(F)(F)F.CCN(C(C)C)C(C)C, predict the reaction product. The product is: [C:25]([O:29][C:30]([N:32]1[CH2:37][CH2:36][CH:35]([NH:38][C:20]([C:18]2[CH:17]=[CH:16][C:13]3[N:14]([CH3:15])[C:10]([NH:9][C:7]4[S:8][C:4]5[CH:3]=[C:2]([Cl:1])[CH:24]=[CH:23][C:5]=5[N:6]=4)=[N:11][C:12]=3[CH:19]=2)=[O:21])[CH2:34][CH2:33]1)=[O:31])([CH3:28])([CH3:26])[CH3:27]. (5) The product is: [CH2:22]([O:24][C:25](=[O:31])[CH2:26][CH:27]([N:14]1[C:15]2[CH:20]=[CH:19][CH:18]=[CH:17][C:16]=2[N:12]([CH2:11][C:9]2[C:10]3[C:2]([CH3:1])=[CH:3][CH:4]=[CH:5][C:6]=3[S:7][CH:8]=2)[C:13]1=[O:21])[CH2:28][CH2:29][CH3:30])[CH3:23]. Given the reactants [CH3:1][C:2]1[C:10]2[C:9]([CH2:11][N:12]3[C:16]4[CH:17]=[CH:18][CH:19]=[CH:20][C:15]=4[NH:14][C:13]3=[O:21])=[CH:8][S:7][C:6]=2[CH:5]=[CH:4][CH:3]=1.[CH2:22]([O:24][C:25](=[O:31])/[CH:26]=[CH:27]/[CH2:28][CH2:29][CH3:30])[CH3:23].[OH-].C([N+](C)(C)C)C1C=CC=CC=1.CO.[NH4+].[Cl-], predict the reaction product. (6) Given the reactants Br[CH2:2][C:3]1[N:4]([C:32]2[CH:37]=[CH:36][C:35]([N+:38]([O-:40])=[O:39])=[CH:34][CH:33]=2)[N:5]=[C:6]2[C:11]=1[C:10](=[O:12])[N:9]([C:13]1[CH:18]=[CH:17][CH:16]=[C:15]([O:19][CH3:20])[C:14]=1[F:21])[C:8](=[O:22])[N:7]2[CH2:23][C:24]1[C:29]([F:30])=[CH:28][CH:27]=[CH:26][C:25]=1[F:31].[CH3:41][NH:42][CH3:43], predict the reaction product. The product is: [F:30][C:29]1[CH:28]=[CH:27][CH:26]=[C:25]([F:31])[C:24]=1[CH2:23][N:7]1[C:6]2=[N:5][N:4]([C:32]3[CH:33]=[CH:34][C:35]([N+:38]([O-:40])=[O:39])=[CH:36][CH:37]=3)[C:3]([CH2:2][N:42]([CH3:43])[CH3:41])=[C:11]2[C:10](=[O:12])[N:9]([C:13]2[CH:18]=[CH:17][CH:16]=[C:15]([O:19][CH3:20])[C:14]=2[F:21])[C:8]1=[O:22].